From a dataset of Hepatocyte clearance measurements from AstraZeneca. Regression/Classification. Given a drug SMILES string, predict its absorption, distribution, metabolism, or excretion properties. Task type varies by dataset: regression for continuous measurements (e.g., permeability, clearance, half-life) or binary classification for categorical outcomes (e.g., BBB penetration, CYP inhibition). For this dataset (clearance_hepatocyte_az), we predict log10(clearance) (log10 of the in vitro intrinsic clearance, CLint, in uL/min per 10^6 hepatocytes; values are censored to the assay range of 3 to 150, which is 0.477 to 2.18 on this log10 scale). (1) The molecule is O=C(CSc1nc2c(c(=O)n1-c1ccccc1)SCC2)Nc1ncc(-c2ccccc2)s1. The log10(clearance) is 2.11. (2) The molecule is NC1(c2ccc(-c3c(-c4ccccc4)ccn4ccnc34)cc2)CCC1. The log10(clearance) is 2.18. (3) The drug is Cc1c(Sc2ccc(Cl)cc2)c2c(NS(C)(=O)=O)cccc2n1CC(=O)O. The log10(clearance) is 0.700.